This data is from NCI-60 drug combinations with 297,098 pairs across 59 cell lines. The task is: Regression. Given two drug SMILES strings and cell line genomic features, predict the synergy score measuring deviation from expected non-interaction effect. (1) Drug 1: CC1CCC2CC(C(=CC=CC=CC(CC(C(=O)C(C(C(=CC(C(=O)CC(OC(=O)C3CCCCN3C(=O)C(=O)C1(O2)O)C(C)CC4CCC(C(C4)OC)OCCO)C)C)O)OC)C)C)C)OC. Drug 2: CS(=O)(=O)CCNCC1=CC=C(O1)C2=CC3=C(C=C2)N=CN=C3NC4=CC(=C(C=C4)OCC5=CC(=CC=C5)F)Cl. Cell line: SN12C. Synergy scores: CSS=21.0, Synergy_ZIP=30.4, Synergy_Bliss=28.6, Synergy_Loewe=11.5, Synergy_HSA=9.67. (2) Drug 1: CC1C(C(CC(O1)OC2CC(OC(C2O)C)OC3=CC4=CC5=C(C(=O)C(C(C5)C(C(=O)C(C(C)O)O)OC)OC6CC(C(C(O6)C)O)OC7CC(C(C(O7)C)O)OC8CC(C(C(O8)C)O)(C)O)C(=C4C(=C3C)O)O)O)O. Drug 2: C1C(C(OC1N2C=NC(=NC2=O)N)CO)O. Cell line: SF-539. Synergy scores: CSS=25.6, Synergy_ZIP=-0.110, Synergy_Bliss=-0.823, Synergy_Loewe=-22.0, Synergy_HSA=-0.822. (3) Drug 1: CC1C(C(=O)NC(C(=O)N2CCCC2C(=O)N(CC(=O)N(C(C(=O)O1)C(C)C)C)C)C(C)C)NC(=O)C3=C4C(=C(C=C3)C)OC5=C(C(=O)C(=C(C5=N4)C(=O)NC6C(OC(=O)C(N(C(=O)CN(C(=O)C7CCCN7C(=O)C(NC6=O)C(C)C)C)C)C(C)C)C)N)C. Drug 2: C1CC(C1)(C(=O)O)C(=O)O.[NH2-].[NH2-].[Pt+2]. Cell line: OVCAR-8. Synergy scores: CSS=17.1, Synergy_ZIP=-4.46, Synergy_Bliss=-0.217, Synergy_Loewe=-4.69, Synergy_HSA=1.07. (4) Drug 1: CC1=CC=C(C=C1)C2=CC(=NN2C3=CC=C(C=C3)S(=O)(=O)N)C(F)(F)F. Drug 2: C1CC(C1)(C(=O)O)C(=O)O.[NH2-].[NH2-].[Pt+2]. Cell line: SK-MEL-28. Synergy scores: CSS=3.91, Synergy_ZIP=-4.95, Synergy_Bliss=-7.34, Synergy_Loewe=-0.630, Synergy_HSA=-3.24.